Dataset: Reaction yield outcomes from USPTO patents with 853,638 reactions. Task: Predict the reaction yield, written as a fraction of the theoretical maximum amount of product (1.0 means a 100% yield; for example, 0.34 means a 34% yield). (1) The reactants are [CH2:1]([O:8][C:9]1[C:10]2[N:11]([CH:15]=[C:16]([C:18]3[CH:23]=[CH:22][C:21]([F:24])=[CH:20][CH:19]=3)[N:17]=2)[CH:12]=[CH:13][CH:14]=1)[C:2]1[CH:7]=[CH:6][CH:5]=[CH:4][CH:3]=1.[I:25]N1C(=O)CCC1=O. The product is [CH2:1]([O:8][C:9]1[C:10]2[N:11]([C:15]([I:25])=[C:16]([C:18]3[CH:19]=[CH:20][C:21]([F:24])=[CH:22][CH:23]=3)[N:17]=2)[CH:12]=[CH:13][CH:14]=1)[C:2]1[CH:3]=[CH:4][CH:5]=[CH:6][CH:7]=1. The catalyst is CN(C)C=O. The yield is 0.670. (2) The reactants are [F:1][CH:2]1[CH:7]([C:8]2[C:16]3[C:11](=[CH:12][CH:13]=[C:14]([NH2:17])[CH:15]=3)[NH:10][CH:9]=2)[CH2:6][CH2:5][N:4]([CH3:18])[CH2:3]1.I.CS[C:22]([C:24]1[S:25][CH:26]=[CH:27][CH:28]=1)=[NH:23]. The catalyst is C(O)C. The product is [F:1][CH:2]1[CH:7]([C:8]2[C:16]3[C:11](=[CH:12][CH:13]=[C:14]([NH:17][C:22]([C:24]4[S:25][CH:26]=[CH:27][CH:28]=4)=[NH:23])[CH:15]=3)[NH:10][CH:9]=2)[CH2:6][CH2:5][N:4]([CH3:18])[CH2:3]1. The yield is 0.900. (3) The reactants are [C:1]([C:4]1[CH:5]=[C:6](B(O)O)[CH:7]=[N:8][CH:9]=1)#[C:2][CH3:3].C(=O)([O-])[O-].[Cs+].[Cs+].Br[C:20]1[CH:21]=[CH:22][C:23]2[O:34][C:33]3([CH2:39][CH2:38][CH:37]([O:40][CH3:41])[CH2:36][CH2:35]3)[C:26]3([N:30]=[C:29]([NH2:31])[C:28]([CH3:32])=[N:27]3)[C:24]=2[CH:25]=1.CCO. The catalyst is COCCOC.Cl[Pd]Cl.C1(P(C2C=CC=CC=2)[C-]2C=CC=C2)C=CC=CC=1.[C-]1(P(C2C=CC=CC=2)C2C=CC=CC=2)C=CC=C1.[Fe+2].O. The product is [CH3:41][O:40][CH:37]1[CH2:38][CH2:39][C:33]2([C:26]3([N:30]=[C:29]([NH2:31])[C:28]([CH3:32])=[N:27]3)[C:24]3[CH:25]=[C:20]([C:6]4[CH:7]=[N:8][CH:9]=[C:4]([C:1]#[C:2][CH3:3])[CH:5]=4)[CH:21]=[CH:22][C:23]=3[O:34]2)[CH2:35][CH2:36]1. The yield is 0.420. (4) The reactants are [N+:1]([C:4]1[CH:13]=[C:12]2[C:7]([CH2:8][CH2:9][CH2:10][C:11]2=O)=[CH:6][CH:5]=1)([O-:3])=[O:2].[NH2:15][OH:16]. The catalyst is N1C=CC=CC=1. The product is [N+:1]([C:4]1[CH:13]=[C:12]2[C:7]([CH2:8][CH2:9][CH2:10][C:11]2=[N:15][OH:16])=[CH:6][CH:5]=1)([O-:3])=[O:2]. The yield is 0.880. (5) The reactants are CN1CCOCC1.[N:8]1[CH:13]=[CH:12][CH:11]=[CH:10][C:9]=1[C:14]1[N:19]=[CH:18][C:17]([C:20]([OH:22])=O)=[CH:16][N:15]=1.Cl.[NH2:24][C@H:25]([C:27]1[CH:28]=[C:29]([C:33]2[N:37]=[C:36]([C:38]([OH:41])([CH3:40])[CH3:39])[O:35][N:34]=2)[CH:30]=[CH:31][CH:32]=1)[CH3:26].[Cl-].COC1N=C(OC)N=C([N+]2(C)CCOCC2)N=1. The catalyst is CN(C=O)C. The product is [OH:41][C:38]([C:36]1[O:35][N:34]=[C:33]([C:29]2[CH:28]=[C:27]([C@@H:25]([NH:24][C:20]([C:17]3[CH:18]=[N:19][C:14]([C:9]4[CH:10]=[CH:11][CH:12]=[CH:13][N:8]=4)=[N:15][CH:16]=3)=[O:22])[CH3:26])[CH:32]=[CH:31][CH:30]=2)[N:37]=1)([CH3:40])[CH3:39]. The yield is 0.780. (6) The product is [CH2:7]([N:11]1[CH:16]=[CH:15][C:14]([O:17][S:22]([C:21]([F:34])([F:33])[F:20])(=[O:24])=[O:23])=[C:13]([Cl:18])[C:12]1=[O:19])[CH2:8][CH2:9][CH3:10]. The reactants are N1C=CC=CC=1.[CH2:7]([N:11]1[CH:16]=[CH:15][C:14]([OH:17])=[C:13]([Cl:18])[C:12]1=[O:19])[CH2:8][CH2:9][CH3:10].[F:20][C:21]([F:34])([F:33])[S:22](O[S:22]([C:21]([F:34])([F:33])[F:20])(=[O:24])=[O:23])(=[O:24])=[O:23]. The yield is 1.00. The catalyst is C(Cl)Cl. (7) The reactants are [C:1]([O:5][C:6]([N:8]1[CH2:13][CH:12]2[CH2:14][CH:9]1[CH2:10][N:11]2[C:15]1[CH:20]=[CH:19][C:18]([C:21](=O)[CH:22]=[CH:23][N:24](C)[CH3:25])=[C:17]([F:28])[CH:16]=1)=[O:7])([CH3:4])([CH3:3])[CH3:2].[F:29][C:30]1[CH:31]=[CH:32][C:33]([C:39]2[C:43]([C:44]3[CH:49]=[CH:48][N:47]=[CH:46][CH:45]=3)=[N:42][NH:41]C=2N)=[C:34]2[C:38]=1[NH:37][N:36]=[CH:35]2.FC(F)(F)C(O)=O. The catalyst is CO. The product is [C:1]([O:5][C:6]([N:8]1[CH2:13][CH:12]2[CH2:14][CH:9]1[CH2:10][N:11]2[C:15]1[CH:20]=[CH:19][C:18]([C:21]2[N:41]3[N:42]=[C:43]([C:44]4[CH:45]=[CH:46][N:47]=[CH:48][CH:49]=4)[C:39]([C:33]4[CH:32]=[CH:31][C:30]([F:29])=[C:38]5[C:34]=4[CH:35]=[N:36][NH:37]5)=[C:25]3[N:24]=[CH:23][CH:22]=2)=[C:17]([F:28])[CH:16]=1)=[O:7])([CH3:3])([CH3:4])[CH3:2]. The yield is 0.707. (8) The reactants are [Br:1][C:2]1[CH:6]=[N:5][N:4]([CH3:7])[C:3]=1[C:8]1[CH:9]=[C:10]([NH2:16])[CH:11]=[CH:12][C:13]=1[O:14][CH3:15].[Cl:17][C:18]1[CH:23]=[CH:22][C:21]([N:24]=[C:25]=[O:26])=[CH:20][C:19]=1[C:27]([F:30])([F:29])[F:28]. The catalyst is C(Cl)Cl. The product is [Br:1][C:2]1[CH:6]=[N:5][N:4]([CH3:7])[C:3]=1[C:8]1[CH:9]=[C:10]([NH:16][C:25]([NH:24][C:21]2[CH:22]=[CH:23][C:18]([Cl:17])=[C:19]([C:27]([F:29])([F:28])[F:30])[CH:20]=2)=[O:26])[CH:11]=[CH:12][C:13]=1[O:14][CH3:15]. The yield is 0.810. (9) The reactants are C[Si]([N-][Si](C)(C)C)(C)C.[Li+].C1(C)C=CC=CC=1.[OH:18][C@@:19]1([C:47]([F:50])([F:49])[F:48])[CH2:35][C:24]2[N:25]([CH3:34])[N:26]=[C:27]([C:28]3[CH:33]=[CH:32][CH:31]=[CH:30][N:29]=3)[C:23]=2[C@@H:22]([C:36]2[CH:45]=[CH:44][C:39]([C:40]([O:42]C)=O)=[CH:38][C:37]=2[CH3:46])[CH2:21][CH2:20]1.[CH3:51][C:52]1[C:57]([NH2:58])=[CH:56][CH:55]=[CH:54][N:53]=1. The catalyst is C1COCC1. The product is [OH:18][C@@:19]1([C:47]([F:49])([F:48])[F:50])[CH2:35][C:24]2[N:25]([CH3:34])[N:26]=[C:27]([C:28]3[CH:33]=[CH:32][CH:31]=[CH:30][N:29]=3)[C:23]=2[C@@H:22]([C:36]2[CH:45]=[CH:44][C:39]([C:40]([NH:58][C:57]3[C:52]([CH3:51])=[N:53][CH:54]=[CH:55][CH:56]=3)=[O:42])=[CH:38][C:37]=2[CH3:46])[CH2:21][CH2:20]1. The yield is 0.120.